Dataset: B-cell epitopes from IEDB database with 3,159 antigens for binding position prediction. Task: Token-level Classification. Given an antigen amino acid sequence, predict which amino acid positions are active epitope sites capable of antibody binding. Output is a list of indices for active positions. (1) Given the antigen sequence: MKVKKTYGFRKSKISKTLCGAVLGTVAAVSVAGQKVFADETTTTSDVDTKVVGTQTGNPATNLPEAQGSASKEAEQSQNQAGETNGSIPVEVPKTDLDQAAKDAKSAGVNVVQDADVNKGTVKTAEEAVQKETEIKEDYTKQAEDIKKTTDQYKSDVAAHEAEVAKIKAKNQATKEQYEKDMAAHKAEVERINAANAASKTAYEAKLAQYQADLAAVQKTNAANQAAYQKALAAYQAELKRVQEANAAAKAAYDTAVAANNAKNTEIAAANEEIRKRNATAKAEYETKLAQYQAELKRVQEANAANEADYQAKLTAYQTELARVQKANADAKAAYEAAVAANNAKNAALTAENTAIKQRNENAKATYEAALKQYEADLAAVKKANAANEADYQAKLTAYQTELARVQKANADAKAAYEAAVAANNAANAALTAENTAIKKRNADAKADYEAKLAKYQADLAKYQKDLADYPVKLKAYEDEQASIKAALAELEKHKNEDGN..., which amino acid positions are active epitope sites? The epitope positions are: [1014, 1015, 1016, 1017, 1018, 1019, 1020, 1021, 1022, 1023, 1024, 1025, 1026, 1027, 1028, 1029, 1030, 1031, 1032, 1033]. The amino acids at these positions are: TLVAKQSVVKFQLKTADLPA. (2) Given the antigen sequence: CDPCATWCDAISMRVGYYGDFVFDRVLKTDVNKEFQMGAKPTATTGNATAPSTLTARENPAYGRHMQDAEMFTNAACMALNIWDRFDVFCTLGASSGYLKGNSASFNLVGLFGNNENQTKVSNGTFVPNMSLDQSVVELYTDTAFAWSVGARAALWECGCATLGASFQYAQSKPKVEELNVLCNAAEFTINKPKGYVGKELPLDLTAGTDAATGTKDASIDYHEWQASLALSYRLNMFTPYIGVKWSRASFDADTIRIAQPKSAETIFDVTTLNPTIAGAGDVKTSAEGQLGDTMQI, which amino acid positions are active epitope sites? The epitope positions are: [263, 264, 265, 266, 267, 268, 269, 270, 271, 272, 273, 274, 275, 276, 277, 278]. The amino acids at these positions are: AETIFDVTTLNPTIAG. (3) Given the antigen sequence: AQVMLMAVALVLMLAAVPRAAVAIDCGHVDSLVRPCLSYVQGGPGPSGQCCDGVKNLHNQARSQSDRQSACNCLKGIARGIHNLNEDNARSIPPKCGVNLPYTISLNIDCSRV, which amino acid positions are active epitope sites? The epitope positions are: [59, 60, 61, 62, 63, 64, 65, 66, 67, 68]. The amino acids at these positions are: QARSQSDRQS. (4) The epitope positions are: [297, 298, 299, 300, 301, 302, 303, 304, 305, 306]. The amino acids at these positions are: FEFPPPPTDE. Given the antigen sequence: MGLNRFMRAMMVVFITANCITINPDIIFAATDSEDSSLNTDEWEEEKTEEQPSEVNTGPRYETAREVSSRDIKELEKSNKVRNTNKADLIAMLKEKAEKGPNINNNNSEQTENAAINEEASGADRPAIQVERRHPGLPSDSAAEIKKRRKAIASSDSELESLTYPDKPTKVNKKKVAKESVADASESDLDSSMQSADESSPQPLKANQQPFFPKVFKKIKDAGKWVRDKIDENPEVKKAIVDKSAGLIDQLLTKKKSEEVNASDFPPPPTDEELRLALPETPMLLGFNAPATSEPSSFEFPPPPTDEELRLALPETPMLLGFNAPATSEPSSFEFPPPPTEDELEIIRETASSLDSSFTRGDLASLRNAINRHSQNFSDFPPIPTEEELNGRGGRPTSEEFSSLNSGDFTDDENSETTEEEIDRLADLRDRGTGKHSRNAGFLPLNPFASSPVPSLSPKVSKISAPALISDITKKTPFKNPSQPLNVFNKKTTTKTVTKK..., which amino acid positions are active epitope sites? (5) Given the antigen sequence: MLGNAPSVVPNTTLGMHCGSFGSAPSNGWLKLGLVEFGGVAKLNAEVMSPTTPSRQAVMLGTGTPNRARINFNCEVWSNVSETISGPRLYGEMTMQGTRKPRPSGPRMPPDPGTASMLGTVTNSPGVPAVPWGA, which amino acid positions are active epitope sites? The epitope positions are: [69, 70, 71, 72, 73, 74, 75, 76, 77, 78, 79, 80, 81, 82, 83, 84, 85, 86, 87, 88... (21 total positions)]. The amino acids at these positions are: INFNCEVWSNVSETISGPRLY. (6) Given the antigen sequence: MDVLYSLAKTLKDARAKIVEGTLYTNVADIVQQVNQVINSINGSTFQTGGIGNLPVRNWTFDFGTLGTTLLNLDANYVENARTTIDYFIDFVDSVCVDEIVRESQRNGIAPQSDSLRQLSNAKYKRINYDNESEYIENWNLQNRRQRTGYLLHKPNILPYNNSFTLTRSQPAHDNVCGTIWLNNGSEIEIAGFDSECALNAPGNIQEFEHVVPMRRVLNNATVSLLPYAPRLTQRAVIPTADGLNTWLFNPIILRPNNVQVEFLLNGQVITNYQARYGTLAARNFDSIRISFQLVRPPNMTPGVAALFPQAAPFPNHATVGLTLKIESASCESVLSDANEPYLSIVTGLRQEYAIPVGPVFPAGMNWTELLNNYSASREDNLQRIFTAASIRSMVIK, which amino acid positions are active epitope sites? The epitope positions are: [134, 135, 136, 137, 138, 139, 140, 141, 142]. The amino acids at these positions are: YIENWNLQN. (7) Given the antigen sequence: MKYTSYILAFQLCIVLGSLGCYCQDPYVKEAENLKKYFNAGHSDVADNGTLFLGILKNWKEESDRKIMQSQIVSFYFKLFKNFKDDQSIQKSVETIKEDMNVKFFNSNKKKRDDFEKLTNYSVTDLNVQRKAIHELIQVMAELSPAAKTGKRKRSQMLFRGRRASQ, which amino acid positions are active epitope sites? The epitope positions are: [145, 146, 147, 148, 149, 150, 151, 152, 153, 154, 155, 156]. The amino acids at these positions are: AAKTGKRKRSQM. (8) Given the antigen sequence: MRVKGIRKSYQYLWKGGTLLLGILMICSAVEKLWVTVYYGVPVWKEATTTLFCASDAKAYDTEVHNVWATHACVPTDPNPQEVVLENVTEHFNMWKNNMVEQMQEDIISLWDQSLKPCVKLTPLCVTLNCKDVNATNTTNDSEGTMERGEIKNCSFNITTSIRDEVQKEYALFYKLDVVPIDNNNTSYRLISCDTSVITQACPKISFEPIPIHYCAPAGFAILKCNDKTFNGKGPCKNVSTVQCTHGIRPVVSTQLLLNGSLAEEEVVIRSDNFTNNAKTIIVQLKESVEINCTRPNNNTRKSIHIGPGRAFYTTGEIIGDIRQAHCNISRAKWNDTLKQIVIKLREQFENKTIVFNHSSGGDPEIVMHSFNCGGEFFYCNSTQLFNSTWNNNTEGSNNTEGNTITLPCRIKQIINMWQEVGKAMYAPPIRGQIRCSSNITGLLLTRDGGINENGTEIFRPGGGDMRDNWRSELYKYKVVKIEPLGVAPTKAKRRVVQRE..., which amino acid positions are active epitope sites? The epitope positions are: [421, 422, 423, 424, 425, 426, 427, 428, 429, 430, 431]. The amino acids at these positions are: GKAMYAPPIRG. (9) Given the antigen sequence: MIRNISKALLILAVALSSAASLSAKTYAIVGFGLQLDLGQLGGTITKDGLDAATHYGPVRSSNTCTVGPSDPACFQNPAKPTGEGNYIGVAPRKAIPAENRLITLDRTTGGAINARSTKGAMVGGNLMVGYESDFGKYFFWRVAAEYTQKISGGVTKADIAGYNIVDMTWGFSSIVIPAAVGIKLNVTEDAAIYMGAGLNYFNGGWSLNGSNNIKGGYDILTAAGAGAVANLLSDGTDPVTTREHVRFRTSGIAPNFLIGTQARVTDKGHVFIELETIMSAAYAVGKTQSVGGATNLSPFPAYPIVVGGQIYRFGYKHEL, which amino acid positions are active epitope sites? The epitope positions are: [86, 87, 88, 89, 90, 91, 92, 93, 94, 95, 96, 97]. The amino acids at these positions are: YIGVAPRKAIPA.